This data is from Reaction yield outcomes from USPTO patents with 853,638 reactions. The task is: Predict the reaction yield, written as a fraction of the theoretical maximum amount of product (1.0 means a 100% yield; for example, 0.34 means a 34% yield). (1) The reactants are [O:1]=[CH:2][C:3]([C:5]1[CH:14]=[CH:13][C:8]([C:9]([O:11][CH3:12])=[O:10])=[CH:7][CH:6]=1)=[O:4].C([O-])([O-])[O:16][CH2:17][CH3:18].[C:21]1(C)C=CC=C[CH:22]=1. The yield is 0.820. The catalyst is O.C1(C)C=CC(S(O)(=O)=O)=CC=1. The product is [CH2:21]([O:1][CH:2]([O:16][CH2:17][CH3:18])[C:3]([C:5]1[CH:14]=[CH:13][C:8]([C:9]([O:11][CH3:12])=[O:10])=[CH:7][CH:6]=1)=[O:4])[CH3:22]. (2) The reactants are [S:1]1[CH:5]=[CH:4][C:3]([CH:6]=O)=[CH:2]1.[C:8]([CH2:13][CH:14]=P(C1C=CC=CC=1)(C1C=CC=CC=1)C1C=CC=CC=1)([O:10][CH2:11][CH3:12])=[O:9]. The catalyst is O1CCCC1. The product is [CH3:14][C:13](=[CH:6][C:3]1[CH:4]=[CH:5][S:1][CH:2]=1)[C:8]([O:10][CH2:11][CH3:12])=[O:9]. The yield is 0.910. (3) The reactants are [CH3:1][O:2][C:3]1[CH:8]=[CH:7][C:6]([C:9]2([C:12]([OH:14])=[O:13])[CH2:11][CH2:10]2)=[CH:5][CH:4]=1.O.[C:16]1(C)C=CC(S(O)(=O)=O)=CC=1. The catalyst is CO. The product is [CH3:16][O:13][C:12]([C:9]1([C:6]2[CH:5]=[CH:4][C:3]([O:2][CH3:1])=[CH:8][CH:7]=2)[CH2:10][CH2:11]1)=[O:14]. The yield is 0.990. (4) The reactants are [ClH:1].[CH3:2][O:3][C:4](=[O:9])[C@@H:5]([CH2:7][OH:8])[NH2:6].[CH:10](=O)[CH:11]([CH3:13])[CH3:12].C(O[BH-](OC(=O)C)OC(=O)C)(=O)C.[Na+]. The catalyst is ClCCCl. The product is [ClH:1].[CH3:2][O:3][C:4](=[O:9])[C@@H:5]([CH2:7][OH:8])[NH:6][CH2:10][CH:11]([CH3:13])[CH3:12]. The yield is 0.790.